From a dataset of Forward reaction prediction with 1.9M reactions from USPTO patents (1976-2016). Predict the product of the given reaction. (1) Given the reactants [F:1][C:2]1[C:7]([F:8])=[CH:6][CH:5]=[CH:4][C:3]=1[C:9]1([C:15]([CH:17]([C:23]([O:25]CC)=O)[C:18]([O:20][CH2:21][CH3:22])=[O:19])=[O:16])[CH2:14][CH2:13][O:12][CH2:11][CH2:10]1, predict the reaction product. The product is: [F:8][C:7]1[C:2]([F:1])=[C:3]2[C:4]([CH:23]([OH:25])[CH:17]([C:18]([O:20][CH2:21][CH3:22])=[O:19])[C:15](=[O:16])[C:9]32[CH2:14][CH2:13][O:12][CH2:11][CH2:10]3)=[CH:5][CH:6]=1. (2) Given the reactants [NH2:1][CH:2]1[CH2:7][CH2:6][O:5][CH2:4][CH2:3]1.[F:8][C:9]1[CH:14]=[CH:13][C:12]([NH:15][C:16](=[O:22])[O:17][C:18]([CH3:21])([CH3:20])[CH3:19])=[C:11]([NH:23][C:24]2[N:29]=[C:28](SC#N)[C:27]([N+:33]([O-:35])=[O:34])=[CH:26][N:25]=2)[CH:10]=1.C(N(CC)C(C)C)(C)C, predict the reaction product. The product is: [C:18]([O:17][C:16](=[O:22])[NH:15][C:12]1[CH:13]=[CH:14][C:9]([F:8])=[CH:10][C:11]=1[NH:23][C:24]1[N:25]=[C:26]([NH:1][CH:2]2[CH2:7][CH2:6][O:5][CH2:4][CH2:3]2)[C:27]([N+:33]([O-:35])=[O:34])=[CH:28][N:29]=1)([CH3:21])([CH3:19])[CH3:20]. (3) Given the reactants O1CCCCC1[N:7]1[C:11]([C:12]2[CH:17]=[CH:16][C:15]([CH3:18])=[CH:14][CH:13]=2)=[CH:10][C:9]([C:19]([NH:21][C:22]2[N:26](C3CCCCO3)[N:25]=[C:24]([C:33](=O)[NH:34][C:35]3[CH:39]=[C:38]([C:40]4[CH:45]=[CH:44][C:43]([CH3:46])=[CH:42][CH:41]=4)[N:37](C4CCCCO4)[N:36]=3)[CH:23]=2)=O)=[N:8]1.CO.Cl, predict the reaction product. The product is: [C:43]1([CH3:46])[CH:42]=[CH:41][C:40]([C:38]2[NH:37][N:36]=[C:35]([NH:34][CH2:33][C:24]3[CH:23]=[C:22]([NH:21][CH2:19][C:9]4[CH:10]=[C:11]([C:12]5[CH:17]=[CH:16][C:15]([CH3:18])=[CH:14][CH:13]=5)[NH:7][N:8]=4)[NH:26][N:25]=3)[CH:39]=2)=[CH:45][CH:44]=1. (4) Given the reactants C([O:8][C@H:9]1[C@H:14]([O:15]CC2C=CC=CC=2)[C@@H:13]([O:23]CC2C=CC=CC=2)[C@H:12]([C:31]2[CH:36]=[CH:35][C:34]([Cl:37])=[C:33]([CH2:38][C:39]3[CH:44]=[CH:43][C:42]([O:45][CH2:46][CH3:47])=[CH:41][CH:40]=3)[CH:32]=2)[O:11][C:10]1([CH2:50][OH:51])[CH2:48][OH:49])C1C=CC=CC=1.Cl, predict the reaction product. The product is: [Cl:37][C:34]1[CH:35]=[CH:36][C:31]([C@@H:12]2[O:11][C:10]([CH2:50][OH:51])([CH2:48][OH:49])[C@@H:9]([OH:8])[C@H:14]([OH:15])[C@H:13]2[OH:23])=[CH:32][C:33]=1[CH2:38][C:39]1[CH:40]=[CH:41][C:42]([O:45][CH2:46][CH3:47])=[CH:43][CH:44]=1. (5) Given the reactants [Br:1][C:2]1[CH:3]=[C:4]([C:8]2([C:20]3[CH:25]=[CH:24][N:23]=[CH:22][C:21]=3[F:26])[C:12]3=[N:13][CH2:14][C:15]([F:18])([F:17])[CH2:16][N:11]3[C:10](=S)[NH:9]2)[CH:5]=[CH:6][CH:7]=1.[OH-].[NH4+:28].C(OO)(C)(C)C, predict the reaction product. The product is: [Br:1][C:2]1[CH:3]=[C:4]([C:8]2([C:20]3[CH:25]=[CH:24][N:23]=[CH:22][C:21]=3[F:26])[C:12]3=[N:13][CH2:14][C:15]([F:18])([F:17])[CH2:16][N:11]3[C:10]([NH2:28])=[N:9]2)[CH:5]=[CH:6][CH:7]=1.